Dataset: HIV replication inhibition screening data with 41,000+ compounds from the AIDS Antiviral Screen. Task: Binary Classification. Given a drug SMILES string, predict its activity (active/inactive) in a high-throughput screening assay against a specified biological target. The molecule is CCOc1ccc(N=NC2C(=O)N(C(=O)CC(=O)Nc3ccc(C)cc3)N=C2C)cc1. The result is 0 (inactive).